Dataset: Full USPTO retrosynthesis dataset with 1.9M reactions from patents (1976-2016). Task: Predict the reactants needed to synthesize the given product. Given the product [NH2:2][C:3]1[N:11]=[CH:10][C:9]([Br:12])=[CH:8][C:4]=1[C:5]([NH:38][CH2:37][CH2:36][N:35]([CH3:39])[CH3:34])=[O:7], predict the reactants needed to synthesize it. The reactants are: Br.[NH2:2][C:3]1[N:11]=[CH:10][C:9]([Br:12])=[CH:8][C:4]=1[C:5]([OH:7])=O.CCN(CC)CC.C(Cl)CCl.C1C=CC2N(O)N=NC=2C=1.[CH3:34][N:35]([CH3:39])[CH2:36][CH2:37][NH2:38].